From a dataset of Catalyst prediction with 721,799 reactions and 888 catalyst types from USPTO. Predict which catalyst facilitates the given reaction. (1) Reactant: [F:1][C:2]1[CH:12]=[CH:11][C:10]([F:13])=[CH:9][C:3]=1[CH:4]=[CH:5][C:6]([OH:8])=[O:7]. Product: [F:1][C:2]1[CH:12]=[CH:11][C:10]([F:13])=[CH:9][C:3]=1[CH2:4][CH2:5][C:6]([OH:8])=[O:7]. The catalyst class is: 63. (2) Reactant: [Br:1][C:2]1[C:3]2[N:12]([CH:13]3[CH2:17][CH2:16][CH2:15][CH2:14]3)[N:11]=[C:10]([C:18]3[CH:19]=[C:20]([C:23]([OH:25])=O)[S:21][CH:22]=3)[C:4]=2[C:5]([O:8][CH3:9])=[N:6][CH:7]=1.CC[N:28]=C=NCCCN(C)C.Cl.O. Product: [Br:1][C:2]1[C:3]2[N:12]([CH:13]3[CH2:14][CH2:15][CH2:16][CH2:17]3)[N:11]=[C:10]([C:18]3[CH:19]=[C:20]([C:23]([NH2:28])=[O:25])[S:21][CH:22]=3)[C:4]=2[C:5]([O:8][CH3:9])=[N:6][CH:7]=1. The catalyst class is: 3. (3) Reactant: [CH3:1][O:2][C:3]([C:5]1[CH:6]=[C:7]2[C:12](=[CH:13][CH:14]=1)[NH:11][CH:10]([C:15]1[CH:16]=[C:17]([CH:21]=[CH:22][CH:23]=1)[C:18](O)=[O:19])[C:9]([CH3:25])([CH3:24])[CH2:8]2)=[O:4].O[N:27]1[C:31]2[CH:32]=[CH:33][CH:33]=[CH:32][C:31]=2[N:27]=N1.CN(C)CCCN=C=NCC.Cl.CN1CCOCC1.C1(N)CC1. Product: [CH:31]1([NH:27][C:18]([C:17]2[CH:16]=[C:15]([CH:10]3[C:9]([CH3:24])([CH3:25])[CH2:8][C:7]4[C:12](=[CH:13][CH:14]=[C:5]([C:3]([O:2][CH3:1])=[O:4])[CH:6]=4)[NH:11]3)[CH:23]=[CH:22][CH:21]=2)=[O:19])[CH2:32][CH2:33]1. The catalyst class is: 96.